Task: Regression. Given a peptide amino acid sequence and an MHC pseudo amino acid sequence, predict their binding affinity value. This is MHC class I binding data.. Dataset: Peptide-MHC class I binding affinity with 185,985 pairs from IEDB/IMGT (1) The peptide sequence is LLIGLIIPPL. The MHC is H-2-Db with pseudo-sequence H-2-Db. The binding affinity (normalized) is 0.334. (2) The peptide sequence is RESFGVESF. The MHC is HLA-B40:01 with pseudo-sequence HLA-B40:01. The binding affinity (normalized) is 1.00. (3) The peptide sequence is YFARRFKYL. The MHC is HLA-B27:05 with pseudo-sequence HLA-B27:05. The binding affinity (normalized) is 0.0847. (4) The MHC is HLA-A69:01 with pseudo-sequence HLA-A69:01. The binding affinity (normalized) is 0.0847. The peptide sequence is LLKWKKTDY. (5) The MHC is HLA-B44:02 with pseudo-sequence HLA-B44:02. The binding affinity (normalized) is 0.350. The peptide sequence is PECPSASRAW.